From a dataset of Reaction yield outcomes from USPTO patents with 853,638 reactions. Predict the reaction yield, written as a fraction of the theoretical maximum amount of product (1.0 means a 100% yield; for example, 0.34 means a 34% yield). (1) The reactants are [OH:1][CH2:2][C@@H:3]([NH:10][C:11]([C:13]1[NH:14][CH:15]=[C:16]([C:18](=O)[C:19]([CH2:24]OC)=[CH:20]N(C)C)[CH:17]=1)=[O:12])[C:4]1[CH:9]=[CH:8][CH:7]=[CH:6][CH:5]=1.[NH2:28][C:29]([NH2:31])=[S:30].C(=O)([O-])[O-].[K+].[K+]. The catalyst is C(O)C. The product is [OH:1][CH2:2][C@@H:3]([NH:10][C:11]([C:13]1[NH:14][CH:15]=[C:16]([C:18]2[C:19]([CH3:24])=[CH:20][N:31]=[C:29]([SH:30])[N:28]=2)[CH:17]=1)=[O:12])[C:4]1[CH:5]=[CH:6][CH:7]=[CH:8][CH:9]=1. The yield is 0.480. (2) The reactants are [CH2:1]([NH:8][C:9]1[C:10]2[NH:18][N:17]=[C:16]([CH:19]([CH3:21])[CH3:20])[C:11]=2[N:12]=[C:13](Cl)[N:14]=1)[C:2]1[CH:7]=[CH:6][CH:5]=[CH:4][CH:3]=1.[OH:22][CH2:23][CH:24]([NH2:27])[CH2:25][CH3:26]. No catalyst specified. The product is [CH2:1]([NH:8][C:9]1[C:10]2[NH:18][N:17]=[C:16]([CH:19]([CH3:21])[CH3:20])[C:11]=2[N:12]=[C:13]([NH:27][CH:24]([CH2:23][OH:22])[CH2:25][CH3:26])[N:14]=1)[C:2]1[CH:7]=[CH:6][CH:5]=[CH:4][CH:3]=1. The yield is 0.835. (3) The reactants are Cl[C:2]1[N:7]=[CH:6][C:5]2[N:8]=[CH:9][N:10]([CH2:11][CH3:12])[C:4]=2[CH:3]=1.[CH3:13][O:14][CH:15]1[CH2:20][CH2:19][N:18]([C:21]2[N:26]=[C:25]([NH2:27])[CH:24]=[CH:23][N:22]=2)[CH2:17][CH2:16]1.CC(C1C=C(C(C)C)C(C2C=CC=CC=2P(C2CCCCC2)C2CCCCC2)=C(C(C)C)C=1)C.C([O-])([O-])=O.[Cs+].[Cs+]. The catalyst is O1CCOCC1.C(Cl)Cl.C1C=CC(/C=C/C(/C=C/C2C=CC=CC=2)=O)=CC=1.C1C=CC(/C=C/C(/C=C/C2C=CC=CC=2)=O)=CC=1.C1C=CC(/C=C/C(/C=C/C2C=CC=CC=2)=O)=CC=1.[Pd].[Pd]. The product is [CH2:11]([N:10]1[C:4]2[CH:3]=[C:2]([NH:27][C:25]3[CH:24]=[CH:23][N:22]=[C:21]([N:18]4[CH2:17][CH2:16][CH:15]([O:14][CH3:13])[CH2:20][CH2:19]4)[N:26]=3)[N:7]=[CH:6][C:5]=2[N:8]=[CH:9]1)[CH3:12]. The yield is 0.200. (4) The reactants are [Cl:1][C:2]1[CH:10]=[C:9]2[C:5]([C:6]([CH:11]=[O:12])=[CH:7][NH:8]2)=[CH:4][C:3]=1[C:13]1[CH:18]=[CH:17][C:16]([C:19]2([CH2:22][OH:23])[CH2:21][CH2:20]2)=[CH:15][CH:14]=1.CC(=CC)C.Cl([O-])=[O:30].[Na+].OP([O-])(O)=O.[Na+]. The catalyst is C(#N)C.C(O)(C)(C)C.O. The product is [Cl:1][C:2]1[CH:10]=[C:9]2[C:5]([C:6]([C:11]([OH:30])=[O:12])=[CH:7][NH:8]2)=[CH:4][C:3]=1[C:13]1[CH:18]=[CH:17][C:16]([C:19]2([CH2:22][OH:23])[CH2:21][CH2:20]2)=[CH:15][CH:14]=1. The yield is 0.320. (5) The product is [NH2:26][CH:14]1[CH2:15][CH2:16][CH2:17][C:10]2([C:9](=[O:19])[N:8]([CH3:4])[CH2:12][CH2:11]2)[CH2:13]1. The yield is 0.940. The reactants are ClC1C=[C:4]([N:8]2[CH2:12][CH2:11][C:10]3([CH2:17][CH2:16][CH2:15][C:14](=O)[CH2:13]3)[C:9]2=[O:19])C=CC=1.C([O-])(=O)C.[NH4+].C([BH3-])#[N:26].[Na+]. The catalyst is CO.